Dataset: Forward reaction prediction with 1.9M reactions from USPTO patents (1976-2016). Task: Predict the product of the given reaction. (1) Given the reactants [CH2:1]([O:3][C:4]([CH:6]1[CH2:8][CH:7]1[C:9]1[CH:14]=[CH:13][C:12]([O:15]C)=[C:11]([F:17])[CH:10]=1)=[O:5])[CH3:2].B(Br)(Br)Br.CO, predict the reaction product. The product is: [CH2:1]([O:3][C:4]([CH:6]1[CH2:8][CH:7]1[C:9]1[CH:14]=[CH:13][C:12]([OH:15])=[C:11]([F:17])[CH:10]=1)=[O:5])[CH3:2]. (2) Given the reactants [Cl:1][C:2]1[CH:38]=[C:37]([CH3:39])[CH:36]=[C:35]([Cl:40])[C:3]=1[O:4][CH2:5][CH2:6][O:7][C:8]1[CH:34]=[CH:33][C:11]([C:12]([NH:14][C@H:15]2[CH2:20][CH2:19][N:18]([C:21]([O:23][C:24]([CH3:27])([CH3:26])[CH3:25])=[O:22])[CH2:17][CH:16]2[C:28]([O:30]CC)=[O:29])=[O:13])=[CH:10][CH:9]=1.C(=O)([O-])[O-].[K+].[K+].CO.O, predict the reaction product. The product is: [C:24]([O:23][C:21]([N:18]1[CH2:19][CH2:20][C@H:15]([NH:14][C:12](=[O:13])[C:11]2[CH:10]=[CH:9][C:8]([O:7][CH2:6][CH2:5][O:4][C:3]3[C:35]([Cl:40])=[CH:36][C:37]([CH3:39])=[CH:38][C:2]=3[Cl:1])=[CH:34][CH:33]=2)[CH:16]([C:28]([OH:30])=[O:29])[CH2:17]1)=[O:22])([CH3:27])([CH3:25])[CH3:26]. (3) The product is: [F:33][C:34]1([F:40])[CH2:39][CH2:38][N:37]([C:65](=[O:66])[CH2:64][O:63][C:62]2[CH:61]=[CH:60][C:59]([C@H:57]3[CH2:58][C@@H:56]3[C:54]([NH:53][C@@H:51]([C:48]3[CH:47]=[CH:46][C:45]([O:44][CH2:43][C:42]([F:41])([F:70])[F:71])=[CH:50][N:49]=3)[CH3:52])=[O:55])=[CH:69][CH:68]=2)[CH2:36][CH2:35]1. Given the reactants CN(C(ON1N=NC2C=CC=CC1=2)=[N+](C)C)C.F[P-](F)(F)(F)(F)F.C(N(CC)CC)C.Cl.[F:33][C:34]1([F:40])[CH2:39][CH2:38][NH:37][CH2:36][CH2:35]1.[F:41][C:42]([F:71])([F:70])[CH2:43][O:44][C:45]1[CH:46]=[CH:47][C:48]([C@H:51]([NH:53][C:54]([C@H:56]2[CH2:58][C@@H:57]2[C:59]2[CH:69]=[CH:68][C:62]([O:63][CH2:64][C:65](O)=[O:66])=[CH:61][CH:60]=2)=[O:55])[CH3:52])=[N:49][CH:50]=1.Cl, predict the reaction product. (4) Given the reactants [Cl:1][C:2]1[N:7]=[CH:6][N:5]=[C:4]([NH2:8])[C:3]=1[N+:9]([O-])=O.Cl, predict the reaction product. The product is: [Cl:1][C:2]1[N:7]=[CH:6][N:5]=[C:4]([NH2:8])[C:3]=1[NH2:9]. (5) Given the reactants Cl.[F:2][C:3]1[CH:11]=[CH:10][C:6]([C:7]([NH2:9])=[NH:8])=[CH:5][CH:4]=1.[Cl:12][C:13]([SH:16])(Cl)Cl.[OH-].[Na+], predict the reaction product. The product is: [Cl:12][C:13]1[S:16][N:9]=[C:7]([C:6]2[CH:10]=[CH:11][C:3]([F:2])=[CH:4][CH:5]=2)[N:8]=1. (6) The product is: [CH2:38]([O:40][C:41](=[O:46])[CH2:42][CH2:43][CH2:44][O:29][C:26]1[CH:25]=[CH:24][C:23]([C:22]([N:15]2[C:16]3[C:21](=[CH:20][CH:19]=[CH:18][CH:17]=3)[C@H:12]([N:8]([C:9](=[O:11])[CH3:10])[C:5]3[CH:4]=[CH:3][C:2]([Cl:1])=[CH:7][CH:6]=3)[CH2:13][C@@H:14]2[CH3:31])=[O:30])=[CH:28][CH:27]=1)[CH3:39]. Given the reactants [Cl:1][C:2]1[CH:7]=[CH:6][C:5]([N:8]([C@H:12]2[C:21]3[C:16](=[CH:17][CH:18]=[CH:19][CH:20]=3)[N:15]([C:22](=[O:30])[C:23]3[CH:28]=[CH:27][C:26]([OH:29])=[CH:25][CH:24]=3)[C@@H:14]([CH3:31])[CH2:13]2)[C:9](=[O:11])[CH3:10])=[CH:4][CH:3]=1.C([O-])([O-])=O.[K+].[K+].[CH2:38]([O:40][C:41](=[O:46])[CH2:42][CH2:43][CH2:44]Br)[CH3:39], predict the reaction product. (7) Given the reactants [C:1]([C:4]1[CH:5]=[N:6][CH:7]=[CH:8][CH:9]=1)(=O)[CH3:2].[NH2:10][C:11]([NH2:13])=[S:12].[I-].O, predict the reaction product. The product is: [NH2:13][C:11]1[S:12][CH:2]=[C:1]([C:4]2[CH:5]=[N:6][CH:7]=[CH:8][CH:9]=2)[N:10]=1. (8) Given the reactants [C:1]([C:3]1[N:8]=[C:7]([NH:9][C:10]2[CH:15]=[C:14]([C:16]([F:19])([F:18])[F:17])[CH:13]=[CH:12][N:11]=2)[CH:6]=[C:5]([CH3:20])[CH:4]=1)#[CH:2].Cl[CH2:22][CH:23]([OH:27])[C:24]([OH:26])=[O:25].[N-:28]=[N+:29]=[N-:30].[Na+].O=C1O[C@H]([C@H](CO)O)C([O-])=C1O.[Na+], predict the reaction product. The product is: [OH:27][CH:23]([CH2:22][N:28]1[CH:2]=[C:1]([C:3]2[CH:4]=[C:5]([CH3:20])[CH:6]=[C:7]([NH:9][C:10]3[CH:15]=[C:14]([C:16]([F:18])([F:19])[F:17])[CH:13]=[CH:12][N:11]=3)[N:8]=2)[N:30]=[N:29]1)[C:24]([OH:26])=[O:25]. (9) Given the reactants [Cl:1][C:2]1[CH:3]=[C:4]2[C:8](=[CH:9][CH:10]=1)[NH:7][C:6]1[CH:11]([CH3:16])[N:12]([CH3:15])[CH2:13][CH2:14][C:5]2=1.[H-].[Na+].[O:19]1[CH2:21][CH:20]1[C:22]1[CH:27]=[CH:26][N:25]=[CH:24][CH:23]=1, predict the reaction product. The product is: [Cl:1][C:2]1[CH:3]=[C:4]2[C:8](=[CH:9][CH:10]=1)[N:7]([CH2:21][CH:20]([C:22]1[CH:27]=[CH:26][N:25]=[CH:24][CH:23]=1)[OH:19])[C:6]1[CH:11]([CH3:16])[N:12]([CH3:15])[CH2:13][CH2:14][C:5]2=1.